From a dataset of Forward reaction prediction with 1.9M reactions from USPTO patents (1976-2016). Predict the product of the given reaction. (1) Given the reactants [CH3:1][O:2][C:3]1[CH:45]=[CH:44][C:6]([CH2:7][N:8]([CH2:35][C:36]2[CH:41]=[CH:40][C:39]([O:42][CH3:43])=[CH:38][CH:37]=2)[C:9]2[N:14]=[C:13]([CH3:15])[N:12]=[C:11]([C:16]3[CH:17]=[C:18]([C:32](=O)[CH3:33])[CH:19]=[N:20][C:21]=3[NH:22][C:23]3[CH:24]=[N:25][C:26]([O:30][CH3:31])=[C:27]([F:29])[CH:28]=3)[N:10]=2)=[CH:5][CH:4]=1.[NH:46]1[CH2:51][CH2:50][O:49][CH2:48][CH2:47]1.[C:52]([Al](CC)CC)#[N:53].C([O-])(O)=O.[Na+], predict the reaction product. The product is: [CH3:43][O:42][C:39]1[CH:40]=[CH:41][C:36]([CH2:35][N:8]([CH2:7][C:6]2[CH:5]=[CH:4][C:3]([O:2][CH3:1])=[CH:45][CH:44]=2)[C:9]2[N:14]=[C:13]([CH3:15])[N:12]=[C:11]([C:16]3[CH:17]=[C:18]([C:32]([N:46]4[CH2:51][CH2:50][O:49][CH2:48][CH2:47]4)([CH3:33])[C:52]#[N:53])[CH:19]=[N:20][C:21]=3[NH:22][C:23]3[CH:24]=[N:25][C:26]([O:30][CH3:31])=[C:27]([F:29])[CH:28]=3)[N:10]=2)=[CH:37][CH:38]=1. (2) Given the reactants [CH2:1]=O.[NH:3]1[CH2:7][CH2:6][CH2:5][CH2:4]1.[F:8][C:9]1[CH:17]=[C:16]2[C:12]([CH:13]=[CH:14][N:15]2[S:18]([C:21]2[CH:26]=[CH:25][CH:24]=[CH:23][CH:22]=2)(=[O:20])=[O:19])=[CH:11][C:10]=1[OH:27], predict the reaction product. The product is: [F:8][C:9]1[CH:17]=[C:16]2[C:12]([CH:13]=[CH:14][N:15]2[S:18]([C:21]2[CH:26]=[CH:25][CH:24]=[CH:23][CH:22]=2)(=[O:20])=[O:19])=[C:11]([CH2:1][N:3]2[CH2:7][CH2:6][CH2:5][CH2:4]2)[C:10]=1[OH:27].